This data is from Forward reaction prediction with 1.9M reactions from USPTO patents (1976-2016). The task is: Predict the product of the given reaction. Given the reactants Br[C:2]1[CH:7]=[CH:6][N:5]2[C:8]([CH3:12])=[N:9][C:10]([CH3:11])=[C:4]2[CH:3]=1.C(Cl)Cl.[B:16]1([B:16]2[O:20][C:19]([CH3:22])([CH3:21])[C:18]([CH3:24])([CH3:23])[O:17]2)[O:20][C:19]([CH3:22])([CH3:21])[C:18]([CH3:24])([CH3:23])[O:17]1.CC([O-])=O.[K+], predict the reaction product. The product is: [CH3:11][C:10]1[N:9]=[C:8]([CH3:12])[N:5]2[CH:6]=[CH:7][C:2]([B:16]3[O:20][C:19]([CH3:22])([CH3:21])[C:18]([CH3:24])([CH3:23])[O:17]3)=[CH:3][C:4]=12.